From a dataset of Catalyst prediction with 721,799 reactions and 888 catalyst types from USPTO. Predict which catalyst facilitates the given reaction. (1) The catalyst class is: 6. Product: [CH3:1][N:2]1[C@@H:19]2[CH2:20][C:7]3[CH:8]=[CH:9][C:10]([O:21][CH3:22])=[C:11]4[O:12][C@H:13]5[C:14]([CH2:16][CH2:17][C@@H:18]2[C@:5]5([C:6]=34)[CH2:4][CH2:3]1)=[O:15]. Reactant: [CH3:1][N:2]1[C@@H:19]2[CH2:20][C:7]3[CH:8]=[CH:9][C:10]([O:21][CH3:22])=[C:11]4[O:12][C@H:13]5[C:14]([CH2:16][CH2:17][C@@H:18]2[C@:5]5([C:6]=34)[CH2:4][CH2:3]1)=[O:15].C(O)(C(O)=O)C(O)C(O)=O.C([O-])(O)=O.[Na+]. (2) Reactant: CC(C)(C)C([O:5][C:6]1[CH:11]=[CH:10][C:9]([C:12]([C:33]2[CH:38]=[CH:37][C:36]([O:39]C(=O)C(C)(C)C)=[CH:35][CH:34]=2)=[C:13]([C:18]2[CH:23]=[CH:22][C:21]([O:24][CH2:25][CH2:26][N:27]3[CH2:32][CH2:31][CH2:30][CH2:29][CH2:28]3)=[CH:20][CH:19]=2)[CH2:14][CH2:15][CH2:16][CH3:17])=[CH:8][CH:7]=1)=O.[OH-].[Na+].C(O)(=O)CC(CC(O)=O)(C(O)=O)O. Product: [N:27]1([CH2:26][CH2:25][O:24][C:21]2[CH:20]=[CH:19][C:18]([C:13]([CH2:14][CH2:15][CH2:16][CH3:17])=[C:12]([C:9]3[CH:8]=[CH:7][C:6]([OH:5])=[CH:11][CH:10]=3)[C:33]3[CH:38]=[CH:37][C:36]([OH:39])=[CH:35][CH:34]=3)=[CH:23][CH:22]=2)[CH2:32][CH2:31][CH2:30][CH2:29][CH2:28]1. The catalyst class is: 36. (3) Reactant: [H-].[Al+3].[Li+].[H-].[H-].[H-].[NH:7]1[C:15]2[C:10](=[N:11][CH:12]=[CH:13][CH:14]=2)[C:9]([N:16]2[CH2:21][C:20](=O)[N:19]3[CH2:23][CH2:24][CH2:25][CH2:26][CH:18]3[C:17]2=O)=[CH:8]1. Product: [NH:7]1[C:15]2[C:10](=[N:11][CH:12]=[CH:13][CH:14]=2)[C:9]([N:16]2[CH2:21][CH2:20][N:19]3[CH2:23][CH2:24][CH2:25][CH2:26][CH:18]3[CH2:17]2)=[CH:8]1. The catalyst class is: 7. (4) The catalyst class is: 5. Reactant: C1([S:7]([N:10]2[CH2:15][CH2:14][O:13][C:12]3[N:16]=[CH:17][C:18]([C:20]([O:22]C)=[O:21])=[CH:19][C:11]2=3)(=[O:9])=[O:8])C=CC=CC=1.[OH-:24].[Na+]. Product: [O:24]1[CH2:14][CH2:15][N:10]([S:7]([N:10]2[CH2:15][CH2:14][O:13][C:12]3[N:16]=[CH:17][C:18]([C:20]([OH:22])=[O:21])=[CH:19][C:11]2=3)(=[O:8])=[O:9])[CH2:11][CH2:12]1. (5) Reactant: [CH3:1][N:2]([CH2:4][C:5]1[O:9][C:8]([CH2:10][CH2:11][C:12]2[NH:16][N:15]=[C:14]([NH2:17])[CH:13]=2)=[CH:7][CH:6]=1)[CH3:3].Cl[C:19]1[CH:24]=[CH:23][N:22]=[C:21]([NH:25][CH2:26][C:27]2[O:31][N:30]=[C:29]([CH3:32])[CH:28]=2)[N:20]=1.Cl. Product: [CH3:1][N:2]([CH2:4][C:5]1[O:9][C:8]([CH2:10][CH2:11][C:12]2[NH:16][N:15]=[C:14]([NH:17][C:19]3[CH:24]=[CH:23][N:22]=[C:21]([NH:25][CH2:26][C:27]4[O:31][N:30]=[C:29]([CH3:32])[CH:28]=4)[N:20]=3)[CH:13]=2)=[CH:7][CH:6]=1)[CH3:3]. The catalyst class is: 8. (6) Reactant: [CH2:1]([O:8][C:9]1[CH:14]=[CH:13][C:12]([C:15]2[O:16][C:17]3[CH:27]=[C:26]([NH:28][S:29]([CH3:32])(=[O:31])=[O:30])[C:25]([CH:33]4[CH2:35][CH2:34]4)=[CH:24][C:18]=3[C:19]=2[C:20]([O:22][CH3:23])=[O:21])=[CH:11][CH:10]=1)[C:2]1[CH:7]=[CH:6][CH:5]=[CH:4][CH:3]=1.[CH3:36][O:37][C:38]1[CH:45]=[CH:44][C:41]([CH2:42]Br)=[CH:40][CH:39]=1.C(=O)([O-])[O-].[K+].[K+]. The catalyst class is: 9. Product: [CH2:1]([O:8][C:9]1[CH:10]=[CH:11][C:12]([C:15]2[O:16][C:17]3[CH:27]=[C:26]([N:28]([CH2:42][C:41]4[CH:44]=[CH:45][C:38]([O:37][CH3:36])=[CH:39][CH:40]=4)[S:29]([CH3:32])(=[O:30])=[O:31])[C:25]([CH:33]4[CH2:35][CH2:34]4)=[CH:24][C:18]=3[C:19]=2[C:20]([O:22][CH3:23])=[O:21])=[CH:13][CH:14]=1)[C:2]1[CH:3]=[CH:4][CH:5]=[CH:6][CH:7]=1.